Predict the reactants needed to synthesize the given product. From a dataset of Full USPTO retrosynthesis dataset with 1.9M reactions from patents (1976-2016). (1) Given the product [C:15]([C:18]1[CH:24]=[CH:23][CH:22]=[CH:21][C:19]=1[NH:20][C:9](=[O:11])[C:8]1[CH:7]=[C:6]([CH:5]=[CH:4][C:3]=1[O:2][CH3:1])[C:12]([NH2:14])=[O:13])(=[O:17])[CH3:16], predict the reactants needed to synthesize it. The reactants are: [CH3:1][O:2][C:3]1[C:8]([C:9]([OH:11])=O)=[CH:7][C:6]([C:12]([NH2:14])=[O:13])=[CH:5][CH:4]=1.[C:15]([C:18]1[CH:24]=[CH:23][CH:22]=[CH:21][C:19]=1[NH2:20])(=[O:17])[CH3:16]. (2) Given the product [Br:1][C:2]1[CH:3]=[C:4]([NH:10][C:17](=[O:18])[CH3:16])[C:5]([O:8][CH3:9])=[N:6][CH:7]=1, predict the reactants needed to synthesize it. The reactants are: [Br:1][C:2]1[CH:3]=[C:4]([N+:10]([O-])=O)[C:5]([O:8][CH3:9])=[N:6][CH:7]=1.[Sn](Cl)Cl.[CH3:16][CH2:17][O:18]C(C)=O. (3) Given the product [Cl:1][C:2]1[CH:7]=[CH:6][CH:5]=[CH:4][C:3]=1[C:8]1[C:12]2[CH:13]=[N:14][C:15]([O:17][C:18]3[CH:23]=[CH:22][C:21]([F:24])=[CH:20][C:19]=3[F:25])=[CH:16][C:11]=2[NH:10][N:9]=1, predict the reactants needed to synthesize it. The reactants are: [Cl:1][C:2]1[CH:7]=[CH:6][CH:5]=[CH:4][C:3]=1[C:8]1[C:12]2[CH:13]=[N:14][C:15]([O:17][C:18]3[CH:23]=[CH:22][C:21]([F:24])=[CH:20][C:19]=3[F:25])=[CH:16][C:11]=2[N:10](C(OC(C)(C)C)=O)[N:9]=1.